Dataset: Catalyst prediction with 721,799 reactions and 888 catalyst types from USPTO. Task: Predict which catalyst facilitates the given reaction. (1) Reactant: C([O:3][C:4]([CH:6]1[CH2:11][N:10]([S:12]([C:15]2[CH:20]=[CH:19][CH:18]=[CH:17][CH:16]=2)(=[O:14])=[O:13])[CH2:9][CH:8]([C:21](OCC)=[O:22])[N:7]1[CH2:26][C:27]1[CH:32]=[CH:31][CH:30]=[CH:29][CH:28]=1)=O)C.[H-].[Al+3].[Li+].[H-].[H-].[H-].O.[OH-].[Na+]. Product: [C:15]1([S:12]([N:10]2[CH2:11][CH:6]([CH2:4][OH:3])[N:7]([CH2:26][C:27]3[CH:28]=[CH:29][CH:30]=[CH:31][CH:32]=3)[CH:8]([CH2:21][OH:22])[CH2:9]2)(=[O:14])=[O:13])[CH:16]=[CH:17][CH:18]=[CH:19][CH:20]=1. The catalyst class is: 7. (2) Product: [C:1]([NH:11][C@H:12]([C:16]([O:18][CH2:19][CH:20]([O:28][C:29](=[O:47])[CH2:30][CH2:31][CH2:32][CH2:33][CH2:34][CH2:35][CH2:36][CH2:37][CH2:38][CH2:39][CH2:40][CH2:41][CH2:42][CH2:43][CH2:44][CH2:45][CH3:46])[CH2:21][C:22]([CH3:26])([CH3:27])[C:23]([O:25][CH2:67][Cl:66])=[O:24])=[O:17])[CH:13]([CH3:15])[CH3:14])([O:3][CH2:4][C:5]1[CH:6]=[CH:7][CH:8]=[CH:9][CH:10]=1)=[O:2]. Reactant: [C:1]([NH:11][C@H:12]([C:16]([O:18][CH2:19][CH:20]([O:28][C:29](=[O:47])[CH2:30][CH2:31][CH2:32][CH2:33][CH2:34][CH2:35][CH2:36][CH2:37][CH2:38][CH2:39][CH2:40][CH2:41][CH2:42][CH2:43][CH2:44][CH2:45][CH3:46])[CH2:21][C:22]([CH3:27])([CH3:26])[C:23]([OH:25])=[O:24])=[O:17])[CH:13]([CH3:15])[CH3:14])([O:3][CH2:4][C:5]1[CH:10]=[CH:9][CH:8]=[CH:7][CH:6]=1)=[O:2].[OH-].C([N+](CCCC)(CCCC)CCCC)CCC.[Cl:66][CH2:67]I. The catalyst class is: 12. (3) Reactant: [H-].[Na+].[Br:3][C:4]1[CH:5]=[C:6]2[C:10](=[CH:11][CH:12]=1)[NH:9][C:8]([C:13]1[CH:18]=[CH:17][CH:16]=[CH:15][CH:14]=1)=[CH:7]2.[C:19]1([S:25](Cl)(=[O:27])=[O:26])[CH:24]=[CH:23][CH:22]=[CH:21][CH:20]=1.[Cl-].[NH4+]. Product: [C:19]1([S:25]([N:9]2[C:10]3[C:6](=[CH:5][C:4]([Br:3])=[CH:12][CH:11]=3)[CH:7]=[C:8]2[C:13]2[CH:18]=[CH:17][CH:16]=[CH:15][CH:14]=2)(=[O:27])=[O:26])[CH:24]=[CH:23][CH:22]=[CH:21][CH:20]=1. The catalyst class is: 35. (4) Reactant: [F:1][C:2]1[CH:7]=[CH:6][CH:5]=[CH:4][C:3]=1[C:8]1[N:12]([S:13]([C:16]2[CH:21]=[CH:20][CH:19]=[C:18]([OH:22])[CH:17]=2)(=[O:15])=[O:14])[CH:11]=[C:10]([CH2:23][N:24]([CH3:32])[C:25](=[O:31])[O:26][C:27]([CH3:30])([CH3:29])[CH3:28])[CH:9]=1.Br[CH2:34][C:35]([O:37][CH3:38])=[O:36].C(=O)([O-])[O-].[K+].[K+]. Product: [C:27]([O:26][C:25]([N:24]([CH2:23][C:10]1[CH:9]=[C:8]([C:3]2[CH:4]=[CH:5][CH:6]=[CH:7][C:2]=2[F:1])[N:12]([S:13]([C:16]2[CH:17]=[C:18]([CH:19]=[CH:20][CH:21]=2)[O:22][CH2:34][C:35]([O:37][CH3:38])=[O:36])(=[O:14])=[O:15])[CH:11]=1)[CH3:32])=[O:31])([CH3:28])([CH3:29])[CH3:30]. The catalyst class is: 10. (5) Reactant: [CH3:1][O:2][CH2:3][CH2:4][CH2:5][CH2:6][C:7]1[N:11]([C:12]2[CH:17]=[CH:16][CH:15]=[CH:14][CH:13]=2)[N:10]=[N:9][C:8]=1[C:18]([N:20]([CH2:41][CH:42]([CH3:44])[CH3:43])[C@H:21]1[CH2:26][C@@H:25]([C:27]([N:29]2[CH2:33][CH2:32][CH2:31][CH2:30]2)=[O:28])[CH2:24][N:23](C(OC(C)(C)C)=O)[CH2:22]1)=[O:19].C(OCC)(=O)C.[ClH:51]. Product: [ClH:51].[CH3:1][O:2][CH2:3][CH2:4][CH2:5][CH2:6][C:7]1[N:11]([C:12]2[CH:13]=[CH:14][CH:15]=[CH:16][CH:17]=2)[N:10]=[N:9][C:8]=1[C:18]([N:20]([CH2:41][CH:42]([CH3:44])[CH3:43])[C@H:21]1[CH2:26][C@@H:25]([C:27]([N:29]2[CH2:33][CH2:32][CH2:31][CH2:30]2)=[O:28])[CH2:24][NH:23][CH2:22]1)=[O:19]. The catalyst class is: 13. (6) The catalyst class is: 9. Product: [CH2:12]([O:1][C:2]1[C:9]([O:10][CH3:11])=[CH:8][CH:7]=[CH:6][C:3]=1[CH:4]=[O:5])[C:13]1[CH:18]=[CH:17][CH:16]=[CH:15][CH:14]=1. Reactant: [OH:1][C:2]1[C:9]([O:10][CH3:11])=[CH:8][CH:7]=[CH:6][C:3]=1[CH:4]=[O:5].[CH2:12](Br)[C:13]1[CH:18]=[CH:17][CH:16]=[CH:15][CH:14]=1.C(=O)([O-])[O-].[K+].[K+].Cl. (7) Product: [CH2:1]([C:8]1[CH:9]=[C:10]([CH:14]=[O:15])[S:11][C:12]=1[Cl:13])[C:2]1[CH:3]=[CH:4][CH:5]=[CH:6][CH:7]=1. Reactant: [CH2:1]([C:8]1[CH:9]=[C:10]([CH2:14][OH:15])[S:11][C:12]=1[Cl:13])[C:2]1[CH:7]=[CH:6][CH:5]=[CH:4][CH:3]=1.CC(OI1(OC(C)=O)(OC(C)=O)OC(=O)C2C=CC=CC1=2)=O. The catalyst class is: 2. (8) Reactant: [CH3:1][N:2]([C@@H:16]1[CH2:20][CH2:19][N:18](C(OC(C)(C)C)=O)[CH2:17]1)[C:3](=[O:15])[C:4]1[CH:9]=[CH:8][C:7]([N:10]2[CH:14]=[CH:13][CH:12]=[N:11]2)=[CH:6][CH:5]=1. Product: [CH3:1][N:2]([C@@H:16]1[CH2:20][CH2:19][NH:18][CH2:17]1)[C:3](=[O:15])[C:4]1[CH:9]=[CH:8][C:7]([N:10]2[CH:14]=[CH:13][CH:12]=[N:11]2)=[CH:6][CH:5]=1. The catalyst class is: 5. (9) Reactant: Br[C:2]1[CH:7]=[CH:6][C:5]([C:8]2[N:9]([CH2:19][C@@H:20]3[CH2:24][CH2:23][N:22]([C:25]([CH:27]4[CH2:29][CH2:28]4)=[O:26])[CH2:21]3)[C:10](=[O:18])[C:11]3[CH:16]=[N:15][N:14]([CH3:17])[C:12]=3[N:13]=2)=[C:4]([F:30])[CH:3]=1.CC1(C)C(C)(C)OB([C:39]2[CH:40]=[CH:41][C:42]3[O:46][CH:45]=[CH:44][C:43]=3[CH:47]=2)O1.C([O-])([O-])=O.[K+].[K+]. Product: [O:46]1[C:42]2[CH:41]=[CH:40][C:39]([C:2]3[CH:7]=[CH:6][C:5]([C:8]4[N:9]([CH2:19][C@@H:20]5[CH2:24][CH2:23][N:22]([C:25]([CH:27]6[CH2:29][CH2:28]6)=[O:26])[CH2:21]5)[C:10](=[O:18])[C:11]5[CH:16]=[N:15][N:14]([CH3:17])[C:12]=5[N:13]=4)=[C:4]([F:30])[CH:3]=3)=[CH:47][C:43]=2[CH:44]=[CH:45]1. The catalyst class is: 368.